Predict the reactants needed to synthesize the given product. From a dataset of Full USPTO retrosynthesis dataset with 1.9M reactions from patents (1976-2016). (1) Given the product [CH3:5][O:6][C:7]1[CH:22]=[C:21]([O:23][CH3:24])[CH:20]=[CH:19][C:8]=1[CH2:9][N:10]1[C:14](=[O:15])[CH2:13][CH:12]([C:16]([O:18][CH3:25])=[O:17])[CH2:11]1, predict the reactants needed to synthesize it. The reactants are: O=S(Cl)Cl.[CH3:5][O:6][C:7]1[CH:22]=[C:21]([O:23][CH3:24])[CH:20]=[CH:19][C:8]=1[CH2:9][N:10]1[C:14](=[O:15])[CH2:13][CH:12]([C:16]([OH:18])=[O:17])[CH2:11]1.[CH3:25]O. (2) Given the product [CH2:1]([C:3]1[CH:8]=[C:7]([CH3:9])[CH:6]=[C:5]([CH2:10][CH3:11])[C:4]=1[C:12](=[O:24])[C:13]([N:15]([CH3:25])[N:16]=[CH:17][C:18]1[CH:19]=[CH:20][CH:21]=[CH:22][CH:23]=1)=[O:14])[CH3:2], predict the reactants needed to synthesize it. The reactants are: [CH2:1]([C:3]1[CH:8]=[C:7]([CH3:9])[CH:6]=[C:5]([CH2:10][CH3:11])[C:4]=1[C:12](=[O:24])[C:13]([NH:15][N:16]=[CH:17][C:18]1[CH:23]=[CH:22][CH:21]=[CH:20][CH:19]=1)=[O:14])[CH3:2].[C:25](=O)([O-])[O-].[K+].[K+].S(OC)(OC)(=O)=O.O. (3) Given the product [NH2:15][C:7]1[CH2:6][CH2:5][C:4]([C:1](=[O:3])[NH2:2])([CH3:10])[N+:8]=1[O-:9], predict the reactants needed to synthesize it. The reactants are: [C:1]([C:4]1([CH3:10])[N+:8]([O-:9])=[CH:7][CH2:6][CH2:5]1)(=[O:3])[NH2:2].C([C@H](N)C(O)=O)CC([NH:15][C@H](C(NCC(O)=O)=O)CSSC[C@H](NC(CC[C@H](N)C(O)=O)=O)C(NCC(O)=O)=O)=O.C(OOC(C)(C)C)(C)(C)C. (4) Given the product [CH3:8][C:6]1[CH:7]=[C:2]([NH:1][C:23]2[N:28]=[C:27]([O:29][C@@H:30]3[CH2:34][CH2:33][N:32]([C:35]([O:37][C:38]([CH3:41])([CH3:40])[CH3:39])=[O:36])[CH2:31]3)[CH:26]=[CH:25][N:24]=2)[CH:3]=[C:4]([C:9]2[S:13][C:12]([N:14]3[CH2:20][CH2:19][CH2:18][NH:17][C:16](=[O:21])[CH2:15]3)=[N:11][CH:10]=2)[CH:5]=1, predict the reactants needed to synthesize it. The reactants are: [NH2:1][C:2]1[CH:3]=[C:4]([C:9]2[S:13][C:12]([N:14]3[CH2:20][CH2:19][CH2:18][NH:17][C:16](=[O:21])[CH2:15]3)=[N:11][CH:10]=2)[CH:5]=[C:6]([CH3:8])[CH:7]=1.Cl[C:23]1[N:28]=[C:27]([O:29][C@@H:30]2[CH2:34][CH2:33][N:32]([C:35]([O:37][C:38]([CH3:41])([CH3:40])[CH3:39])=[O:36])[CH2:31]2)[CH:26]=[CH:25][N:24]=1.CC(O)=O. (5) Given the product [C:43]([NH:47][C:6]([N:8]1[CH2:13][CH:12]=[C:11]([C:14]2[NH:34][C:17]3[N:18]=[CH:19][N:20]=[C:21]([NH:22][C:23]4[CH:28]=[CH:27][CH:26]=[C:25]([C:29]5[NH:33][CH:32]=[CH:31][N:30]=5)[CH:24]=4)[C:16]=3[CH:15]=2)[CH2:10][CH2:9]1)=[O:7])([CH3:46])([CH3:45])[CH3:44], predict the reactants needed to synthesize it. The reactants are: C(O[C:6]([N:8]1[CH2:13][CH:12]=[C:11]([C:14]2[NH:34][C:17]3[N:18]=[CH:19][N:20]=[C:21]([NH:22][C:23]4[CH:28]=[CH:27][CH:26]=[C:25]([C:29]5[NH:30][CH:31]=[CH:32][N:33]=5)[CH:24]=4)[C:16]=3[CH:15]=2)[CH2:10][CH2:9]1)=[O:7])(C)(C)C.Cl.C(N(CC)CC)C.[C:43]([N:47]=C=O)([CH3:46])([CH3:45])[CH3:44]. (6) The reactants are: [CH3:1][Si](C=[N+]=[N-])(C)C.[F:8][C:9]1[C:18]2[C:13](=[CH:14][CH:15]=[CH:16][CH:17]=2)[C:12]([C:19]([OH:21])=[O:20])=[CH:11][CH:10]=1. Given the product [F:8][C:9]1[C:18]2[C:13](=[CH:14][CH:15]=[CH:16][CH:17]=2)[C:12]([C:19]([O:21][CH3:1])=[O:20])=[CH:11][CH:10]=1, predict the reactants needed to synthesize it. (7) Given the product [Br:1][C:2]1[C:3]([F:12])=[C:4]([NH2:9])[C:5]([NH2:6])=[CH:7][CH:8]=1, predict the reactants needed to synthesize it. The reactants are: [Br:1][C:2]1[CH:8]=[CH:7][C:5]([NH2:6])=[C:4]([N+:9]([O-])=O)[C:3]=1[F:12].C(O)(=O)C.C([O-])([O-])=O.[Na+].[Na+].